The task is: Regression. Given two drug SMILES strings and cell line genomic features, predict the synergy score measuring deviation from expected non-interaction effect.. This data is from NCI-60 drug combinations with 297,098 pairs across 59 cell lines. (1) Drug 1: CN(C)N=NC1=C(NC=N1)C(=O)N. Drug 2: C1C(C(OC1N2C=C(C(=O)NC2=O)F)CO)O. Cell line: UACC-257. Synergy scores: CSS=14.0, Synergy_ZIP=-3.78, Synergy_Bliss=-3.85, Synergy_Loewe=-28.8, Synergy_HSA=-8.97. (2) Drug 1: CCC(=C(C1=CC=CC=C1)C2=CC=C(C=C2)OCCN(C)C)C3=CC=CC=C3.C(C(=O)O)C(CC(=O)O)(C(=O)O)O. Drug 2: C1CN(P(=O)(OC1)NCCCl)CCCl. Cell line: HCT116. Synergy scores: CSS=15.7, Synergy_ZIP=-2.85, Synergy_Bliss=-1.31, Synergy_Loewe=-12.8, Synergy_HSA=-3.11. (3) Drug 1: CC1C(C(CC(O1)OC2CC(CC3=C2C(=C4C(=C3O)C(=O)C5=C(C4=O)C(=CC=C5)OC)O)(C(=O)C)O)N)O.Cl. Drug 2: C1=NC(=NC(=O)N1C2C(C(C(O2)CO)O)O)N. Cell line: HOP-92. Synergy scores: CSS=16.5, Synergy_ZIP=-7.56, Synergy_Bliss=-0.376, Synergy_Loewe=-5.29, Synergy_HSA=1.35. (4) Drug 1: C1CC(=O)NC(=O)C1N2CC3=C(C2=O)C=CC=C3N. Drug 2: COC1=C(C=C2C(=C1)N=CN=C2NC3=CC(=C(C=C3)F)Cl)OCCCN4CCOCC4. Cell line: RXF 393. Synergy scores: CSS=21.4, Synergy_ZIP=-7.00, Synergy_Bliss=-3.37, Synergy_Loewe=-14.4, Synergy_HSA=-1.59.